Dataset: Reaction yield outcomes from USPTO patents with 853,638 reactions. Task: Predict the reaction yield, written as a fraction of the theoretical maximum amount of product (1.0 means a 100% yield; for example, 0.34 means a 34% yield). (1) The reactants are [Cl:1]N1C(=O)CCC1=O.[C:9]([O:13][C:14](=[O:26])[NH:15][C:16]1[CH:21]=[CH:20][CH:19]=[C:18]([CH2:22][CH2:23][CH:24]=[O:25])[CH:17]=1)([CH3:12])([CH3:11])[CH3:10].N1CCC[C@@H]1C(O)=O. The catalyst is C(Cl)Cl. The product is [C:9]([O:13][C:14](=[O:26])[NH:15][C:16]1[CH:21]=[CH:20][CH:19]=[C:18]([CH2:22][CH:23]([Cl:1])[CH:24]=[O:25])[CH:17]=1)([CH3:12])([CH3:10])[CH3:11]. The yield is 0.880. (2) The reactants are [Cl:1][C:2]1[CH:3]=[C:4]([CH2:10][NH:11][C:12]2[C:21]3[C:16](=[CH:17][CH:18]=[C:19]([C:22]#[N:23])[CH:20]=3)[N:15]=[CH:14][C:13]=2C(O)=O)[CH:5]=[CH:6][C:7]=1[O:8][CH3:9].C1(OC2C=CC=CC=2)C=CC=CC=1. The catalyst is CCCCCC. The product is [Cl:1][C:2]1[CH:3]=[C:4]([CH2:10][NH:11][C:12]2[C:21]3[C:16](=[CH:17][CH:18]=[C:19]([C:22]#[N:23])[CH:20]=3)[N:15]=[CH:14][CH:13]=2)[CH:5]=[CH:6][C:7]=1[O:8][CH3:9]. The yield is 0.750. (3) The reactants are [C:1](O[BH-](OC(=O)C)OC(=O)C)(=O)C.[Na+].[CH3:15][C@H:16]1[NH:21][C@@H:20]([CH3:22])[CH2:19][N:18]([C:23]2[CH:33]=[CH:32][C:26]([C:27]([O:29][CH2:30][CH3:31])=[O:28])=[CH:25][CH:24]=2)[CH2:17]1.C(O)(=O)C. The catalyst is CO. The product is [CH3:22][C@H:20]1[N:21]([CH3:1])[C@@H:16]([CH3:15])[CH2:17][N:18]([C:23]2[CH:33]=[CH:32][C:26]([C:27]([O:29][CH2:30][CH3:31])=[O:28])=[CH:25][CH:24]=2)[CH2:19]1. The yield is 0.709. (4) The reactants are [CH3:1][C@H:2]1[NH:7][CH2:6][CH2:5][N:4]([C:8]2[CH:9]=[CH:10][C:11]([C:14]#[N:15])=[N:12][CH:13]=2)[CH2:3]1.[C:16]([C:19]1[CH:20]=[C:21]([S:25](Cl)(=[O:27])=[O:26])[CH:22]=[CH:23][CH:24]=1)(=[O:18])[CH3:17].C(N(C(C)C)CC)(C)C. The catalyst is ClCCl. The product is [C:16]([C:19]1[CH:20]=[C:21]([S:25]([N:7]2[CH2:6][CH2:5][N:4]([C:8]3[CH:9]=[CH:10][C:11]([C:14]#[N:15])=[N:12][CH:13]=3)[CH2:3][C@H:2]2[CH3:1])(=[O:27])=[O:26])[CH:22]=[CH:23][CH:24]=1)(=[O:18])[CH3:17]. The yield is 0.803. (5) The yield is 0.910. The reactants are [CH2:1]([O:8][N:9]([CH2:12][C@@H:13]([O:44][CH2:45][C:46]1[CH:51]=[CH:50][CH:49]=[CH:48][CH:47]=1)[C@H:14]([O:36][CH2:37][C:38]1[CH:43]=[CH:42][CH:41]=[CH:40][CH:39]=1)[C@H:15]([O:28][CH2:29][C:30]1[CH:35]=[CH:34][CH:33]=[CH:32][CH:31]=1)[CH2:16][O:17][Si](C(C)C)(C(C)C)C(C)C)[CH:10]=[O:11])[C:2]1[CH:7]=[CH:6][CH:5]=[CH:4][CH:3]=1.CCCC[N+](CCCC)(CCCC)CCCC.[F-]. The catalyst is C1COCC1.O. The product is [CH2:1]([O:8][N:9]([CH2:12][C@@H:13]([O:44][CH2:45][C:46]1[CH:47]=[CH:48][CH:49]=[CH:50][CH:51]=1)[C@H:14]([O:36][CH2:37][C:38]1[CH:43]=[CH:42][CH:41]=[CH:40][CH:39]=1)[C@H:15]([O:28][CH2:29][C:30]1[CH:31]=[CH:32][CH:33]=[CH:34][CH:35]=1)[CH2:16][OH:17])[CH:10]=[O:11])[C:2]1[CH:7]=[CH:6][CH:5]=[CH:4][CH:3]=1. (6) The reactants are Br[C:2]1[CH:7]=[C:6]([S:8]([CH3:11])(=[O:10])=[O:9])[CH:5]=[C:4]([O:12][CH2:13][C:14]2[CH:19]=[CH:18][C:17]([O:20][CH3:21])=[CH:16][CH:15]=2)[CH:3]=1.[CH3:22][N:23]1[CH:28]=[C:27](B2OC(C)(C)C(C)(C)O2)[CH:26]=[C:25]([CH3:38])[C:24]1=[O:39].[O-]P([O-])([O-])=O.[K+].[K+].[K+]. The catalyst is O1CCOCC1.O.C1C=CC(P(C2C=CC=CC=2)[C-]2C=CC=C2)=CC=1.C1C=CC(P(C2C=CC=CC=2)[C-]2C=CC=C2)=CC=1.Cl[Pd]Cl.[Fe+2]. The product is [CH3:21][O:20][C:17]1[CH:18]=[CH:19][C:14]([CH2:13][O:12][C:4]2[CH:3]=[C:2]([C:27]3[CH:26]=[C:25]([CH3:38])[C:24](=[O:39])[N:23]([CH3:22])[CH:28]=3)[CH:7]=[C:6]([S:8]([CH3:11])(=[O:10])=[O:9])[CH:5]=2)=[CH:15][CH:16]=1. The yield is 0.830.